Predict the reaction yield, written as a fraction of the theoretical maximum amount of product (1.0 means a 100% yield; for example, 0.34 means a 34% yield). From a dataset of Reaction yield outcomes from USPTO patents with 853,638 reactions. The product is [Br:1][C:2]1[N:6]([S:7]([C:10]2[CH:15]=[CH:14][CH:13]=[CH:12][CH:11]=2)(=[O:9])=[O:8])[CH:5]=[C:4]([CH:16]=[O:17])[CH:3]=1. The reactants are [Br:1][C:2]1[N:6]([S:7]([C:10]2[CH:15]=[CH:14][CH:13]=[CH:12][CH:11]=2)(=[O:9])=[O:8])[CH:5]=[C:4]([CH2:16][OH:17])[CH:3]=1.O.C[N+]1([O-])CCOCC1. The catalyst is C(#N)C.[Ru]([O-])(=O)(=O)=O.C([N+](CCC)(CCC)CCC)CC. The yield is 0.710.